Dataset: NCI-60 drug combinations with 297,098 pairs across 59 cell lines. Task: Regression. Given two drug SMILES strings and cell line genomic features, predict the synergy score measuring deviation from expected non-interaction effect. (1) Drug 1: C1=C(C(=O)NC(=O)N1)N(CCCl)CCCl. Drug 2: B(C(CC(C)C)NC(=O)C(CC1=CC=CC=C1)NC(=O)C2=NC=CN=C2)(O)O. Cell line: LOX IMVI. Synergy scores: CSS=37.2, Synergy_ZIP=-12.3, Synergy_Bliss=-2.54, Synergy_Loewe=0.452, Synergy_HSA=0.230. (2) Drug 1: C1=CC(=CC=C1C#N)C(C2=CC=C(C=C2)C#N)N3C=NC=N3. Drug 2: C1C(C(OC1N2C=C(C(=O)NC2=O)F)CO)O. Cell line: SNB-75. Synergy scores: CSS=10.9, Synergy_ZIP=-5.85, Synergy_Bliss=-0.928, Synergy_Loewe=-7.38, Synergy_HSA=-0.796. (3) Cell line: NCI/ADR-RES. Synergy scores: CSS=1.76, Synergy_ZIP=-1.35, Synergy_Bliss=-3.11, Synergy_Loewe=-5.62, Synergy_HSA=-3.98. Drug 2: CC1C(C(CC(O1)OC2CC(OC(C2O)C)OC3=CC4=CC5=C(C(=O)C(C(C5)C(C(=O)C(C(C)O)O)OC)OC6CC(C(C(O6)C)O)OC7CC(C(C(O7)C)O)OC8CC(C(C(O8)C)O)(C)O)C(=C4C(=C3C)O)O)O)O. Drug 1: CC1=C2C(C(=O)C3(C(CC4C(C3C(C(C2(C)C)(CC1OC(=O)C(C(C5=CC=CC=C5)NC(=O)OC(C)(C)C)O)O)OC(=O)C6=CC=CC=C6)(CO4)OC(=O)C)OC)C)OC. (4) Drug 1: C1=CC(=CC=C1CCC2=CNC3=C2C(=O)NC(=N3)N)C(=O)NC(CCC(=O)O)C(=O)O. Drug 2: C1CN(CCN1C(=O)CCBr)C(=O)CCBr. Cell line: U251. Synergy scores: CSS=43.4, Synergy_ZIP=-3.58, Synergy_Bliss=-3.90, Synergy_Loewe=-1.79, Synergy_HSA=1.15. (5) Drug 1: C1=C(C(=O)NC(=O)N1)N(CCCl)CCCl. Drug 2: CS(=O)(=O)CCNCC1=CC=C(O1)C2=CC3=C(C=C2)N=CN=C3NC4=CC(=C(C=C4)OCC5=CC(=CC=C5)F)Cl. Cell line: SNB-19. Synergy scores: CSS=33.1, Synergy_ZIP=8.41, Synergy_Bliss=10.7, Synergy_Loewe=9.33, Synergy_HSA=10.8. (6) Cell line: RXF 393. Drug 1: C1CC(C1)(C(=O)O)C(=O)O.[NH2-].[NH2-].[Pt+2]. Drug 2: CNC(=O)C1=NC=CC(=C1)OC2=CC=C(C=C2)NC(=O)NC3=CC(=C(C=C3)Cl)C(F)(F)F. Synergy scores: CSS=1.57, Synergy_ZIP=-1.03, Synergy_Bliss=1.02, Synergy_Loewe=-2.64, Synergy_HSA=-0.525.